This data is from Full USPTO retrosynthesis dataset with 1.9M reactions from patents (1976-2016). The task is: Predict the reactants needed to synthesize the given product. (1) Given the product [CH:21]1([N:8]2[CH2:7][CH2:6][C:5]3[CH:11]=[C:12]([O:13][CH2:14][C:15]4[CH:20]=[CH:19][CH:18]=[CH:17][CH:16]=4)[C:2]([I:1])=[CH:3][C:4]=3[CH2:10][CH2:9]2)[CH2:24][CH2:23][CH2:22]1, predict the reactants needed to synthesize it. The reactants are: [I:1][C:2]1[C:12]([O:13][CH2:14][C:15]2[CH:20]=[CH:19][CH:18]=[CH:17][CH:16]=2)=[CH:11][C:5]2[CH2:6][CH2:7][NH:8][CH2:9][CH2:10][C:4]=2[CH:3]=1.[C:21]1(=O)[CH2:24][CH2:23][CH2:22]1.C1(N2CCC3C=C(I)C(OC4N=CC(C(NC)=O)=CC=4)=CC=3CC2)CCC1. (2) Given the product [F:1][C:2]([F:7])([F:6])[C:3]([OH:5])=[O:4].[F:8][C:9]([F:14])([F:13])[C:10]([OH:12])=[O:11].[CH3:58][C:57]([CH3:60])([CH3:59])[C:56]([N:53]1[CH2:54][CH2:55][N:50]([C:41]2([C:38]3[CH:37]=[CH:36][C:35]([O:34][CH2:33][C:31]4[C:30]5[C:25](=[CH:26][CH:27]=[CH:28][CH:29]=5)[N:24]=[C:23]([CH3:22])[CH:32]=4)=[CH:40][CH:39]=3)[C:46](=[O:47])[NH:45][C:44](=[O:48])[NH:43][C:42]2=[O:49])[CH2:51][CH2:52]1)=[O:61], predict the reactants needed to synthesize it. The reactants are: [F:1][C:2]([F:7])([F:6])[C:3]([OH:5])=[O:4].[F:8][C:9]([F:14])([F:13])[C:10]([OH:12])=[O:11].FC(F)(F)C(O)=O.[CH3:22][C:23]1[CH:32]=[C:31]([CH2:33][O:34][C:35]2[CH:40]=[CH:39][C:38]([C:41]3([N:50]4[CH2:55][CH2:54][NH:53][CH2:52][CH2:51]4)[C:46](=[O:47])[NH:45][C:44](=[O:48])[NH:43][C:42]3=[O:49])=[CH:37][CH:36]=2)[C:30]2[C:25](=[CH:26][CH:27]=[CH:28][CH:29]=2)[N:24]=1.[C:56](Cl)(=[O:61])[C:57]([CH3:60])([CH3:59])[CH3:58]. (3) Given the product [CH2:41]([O:12][C:10]([C:9]1[CH:13]=[CH:14][C:6]2[N:5]=[C:1]([CH2:2][CH3:3])[N:17]([CH2:35][C:34]3[CH:37]=[CH:38][C:31]([O:30][CH2:29][C:28]4[CH:39]=[CH:40][C:25]([F:24])=[CH:26][CH:27]=4)=[CH:32][CH:33]=3)[C:7]=2[CH:8]=1)=[O:11])[CH3:42], predict the reactants needed to synthesize it. The reactants are: [C:1]([NH:5][C:6]1[CH:14]=[CH:13][C:9]([C:10]([O-:12])=[O:11])=[C:8](CC)[C:7]=1[NH2:17])(=O)[CH2:2][CH3:3].C(=O)([O-])[O-].[K+].[K+].[F:24][C:25]1[CH:40]=[CH:39][C:28]([CH2:29][O:30][C:31]2[CH:38]=[CH:37][C:34]([CH2:35]Br)=[CH:33][CH:32]=2)=[CH:27][CH:26]=1.[C:41](OCC)(=O)[CH3:42]. (4) Given the product [CH3:12][C@@H:10]1[CH2:9][N:8]([C:13]([O:15][C:16]([CH3:19])([CH3:18])[CH3:17])=[O:14])[C@H:7]([C:4]2[NH:5][CH:6]=[C:2]([C:27]3[CH:28]=[CH:29][C:24]([C:23]#[C:22][Si:21]([CH3:20])([CH3:34])[CH3:33])=[CH:25][CH:26]=3)[N:3]=2)[CH2:11]1, predict the reactants needed to synthesize it. The reactants are: I[C:2]1[N:3]=[C:4]([C@@H:7]2[CH2:11][C@H:10]([CH3:12])[CH2:9][N:8]2[C:13]([O:15][C:16]([CH3:19])([CH3:18])[CH3:17])=[O:14])[NH:5][CH:6]=1.[CH3:20][Si:21]([CH3:34])([CH3:33])[C:22]#[C:23][C:24]1[CH:29]=[CH:28][C:27](B(O)O)=[CH:26][CH:25]=1.C(Cl)Cl.C([O-])(O)=O.[Na+].